This data is from Full USPTO retrosynthesis dataset with 1.9M reactions from patents (1976-2016). The task is: Predict the reactants needed to synthesize the given product. (1) Given the product [C:2]1([CH:8]2[CH2:9][CH2:10][N:11]([C:12]([N:11]3[C:20]4[C:21](=[CH:7][CH:2]=[CH:3][CH:4]=4)[CH2:8][CH2:9][CH2:10]3)=[O:14])[CH2:12][CH2:13]2)[CH:7]=[CH:6][CH:5]=[CH:4][CH:3]=1, predict the reactants needed to synthesize it. The reactants are: Cl.[C:2]1([CH:8]2[CH2:13][CH2:12][NH:11][CH2:10][CH2:9]2)[CH:7]=[CH:6][CH:5]=[CH:4][CH:3]=1.[OH-:14].[Na+].C(O[CH2:20][CH3:21])(=O)C. (2) Given the product [CH2:33]([O:32][C:27]1[CH:26]=[C:25]2[C:30]([CH:31]=[C:22]([CH2:21][C:6]3[C:5]4[C:10](=[CH:11][C:12]([O:13][CH3:14])=[C:3]([O:2][CH3:1])[CH:4]=4)[C:9]([CH3:15])=[N:8][C:7]=3[OH:16])[CH:23]=[N:24]2)=[CH:29][CH:28]=1)[CH3:34], predict the reactants needed to synthesize it. The reactants are: [CH3:1][O:2][C:3]1[CH:4]=[C:5]2[C:10](=[CH:11][C:12]=1[O:13][CH3:14])[C:9]([CH3:15])=[N:8][C:7]([OH:16])=[CH:6]2.[OH-].[K+].Cl.Cl[CH2:21][C:22]1[CH:23]=[N:24][C:25]2[C:30]([CH:31]=1)=[CH:29][CH:28]=[C:27]([O:32][CH2:33][CH3:34])[CH:26]=2. (3) Given the product [C:1]([O:4][C:5]1[CH:6]=[C:7]([CH:11]=[C:12]([O:14][C:15](=[O:17])[CH3:16])[CH:13]=1)[C:8]([Cl:32])=[O:9])(=[O:3])[CH3:2], predict the reactants needed to synthesize it. The reactants are: [C:1]([O:4][C:5]1[CH:6]=[C:7]([CH:11]=[C:12]([O:14][C:15](=[O:17])[CH3:16])[CH:13]=1)[C:8](O)=[O:9])(=[O:3])[CH3:2].CCOC(C)=O.CCCCCC.S(Cl)([Cl:32])=O. (4) Given the product [CH3:1][C:2]1[CH:3]=[C:4]([CH:12]=[O:13])[CH:5]=[N:6][C:7]=1[C:8]([F:11])([F:9])[F:10], predict the reactants needed to synthesize it. The reactants are: [CH3:1][C:2]1[CH:3]=[C:4]([CH2:12][OH:13])[CH:5]=[N:6][C:7]=1[C:8]([F:11])([F:10])[F:9]. (5) Given the product [CH2:12]([O:9][C:6]1[CH:7]=[CH:8][C:3]([CH2:1][CH3:2])=[CH:4][C:5]=1[O:10][CH3:11])[C:13]1[CH:18]=[CH:17][CH:16]=[CH:15][CH:14]=1, predict the reactants needed to synthesize it. The reactants are: [CH2:1]([C:3]1[CH:8]=[CH:7][C:6]([OH:9])=[C:5]([O:10][CH3:11])[CH:4]=1)[CH3:2].[CH2:12](Br)[C:13]1[CH:18]=[CH:17][CH:16]=[CH:15][CH:14]=1.C([O-])([O-])=O.[K+].[K+]. (6) Given the product [NH2:24][C:22]1[CH:21]=[CH:20][C:3]([C:4]([N:6]2[CH2:11][CH2:10][CH:9]([NH:12][C:13](=[O:19])[O:14][C:15]([CH3:18])([CH3:16])[CH3:17])[CH2:8][CH2:7]2)=[O:5])=[C:2]([Cl:1])[CH:23]=1, predict the reactants needed to synthesize it. The reactants are: [Cl:1][C:2]1[CH:23]=[C:22]([N+:24]([O-])=O)[CH:21]=[CH:20][C:3]=1[C:4]([N:6]1[CH2:11][CH2:10][CH:9]([NH:12][C:13](=[O:19])[O:14][C:15]([CH3:18])([CH3:17])[CH3:16])[CH2:8][CH2:7]1)=[O:5].[Cl-].[Ca+2].[Cl-]. (7) Given the product [CH3:34][C:26]1[C:27]([N+:31]([O-:33])=[O:32])=[CH:28][CH:29]=[CH:30][C:16]=1[CH2:13][C:17]1([C:20]([O:22][C:5]([CH3:7])([CH3:8])[CH3:6])=[O:21])[CH2:18][CH2:19]1, predict the reactants needed to synthesize it. The reactants are: C(N[CH:5]([CH3:7])[CH3:6])(C)C.[CH2:8]([Li])CCC.[C:13]([C:17]1([C:20]([OH:22])=[O:21])[CH2:19][CH2:18]1)([CH3:16])(C)C.BrCC1[CH:30]=[CH:29][CH:28]=[C:27]([N+:31]([O-:33])=[O:32])[C:26]=1[CH3:34].[Cl-].[NH4+]. (8) The reactants are: [OH-:1].[Na+].[CH2:3]([C:5]([NH2:14])([CH2:12][CH3:13])[CH2:6][NH:7][C:8]([CH3:11])([CH3:10])[CH3:9])[CH3:4].C(Cl)(Cl)Cl. Given the product [C:8]([N:7]1[CH2:6][C:5]([CH2:12][CH3:13])([CH2:3][CH3:4])[NH:14][C:5]([CH2:12][CH3:13])([CH2:3][CH3:4])[C:6]1=[O:1])([CH3:9])([CH3:11])[CH3:10], predict the reactants needed to synthesize it. (9) The reactants are: [C:1]([O:5][C:6]([N:8]1[CH2:16][C:15]2[C:10](=[CH:11][CH:12]=[C:13]([OH:17])[CH:14]=2)[CH2:9]1)=[O:7])([CH3:4])([CH3:3])[CH3:2].C(=O)([O-])[O-].[K+].[K+].Cl[C:25]([F:32])([F:31])C(OCC)=O. Given the product [C:1]([O:5][C:6]([N:8]1[CH2:16][C:15]2[C:10](=[CH:11][CH:12]=[C:13]([O:17][CH:25]([F:32])[F:31])[CH:14]=2)[CH2:9]1)=[O:7])([CH3:4])([CH3:2])[CH3:3], predict the reactants needed to synthesize it. (10) Given the product [CH2:22]([S:21][C:20]1[C:16]([CH2:14][OH:13])=[CH:17][S:18][C:19]=1[N+:29]([O-:31])=[O:30])[C:23]1[CH:28]=[CH:27][CH:26]=[CH:25][CH:24]=1, predict the reactants needed to synthesize it. The reactants are: [H-].C([Al+]CC(C)C)C(C)C.C([O:13][C:14]([C:16]1[C:20]([S:21][CH2:22][C:23]2[CH:28]=[CH:27][CH:26]=[CH:25][CH:24]=2)=[C:19]([N+:29]([O-:31])=[O:30])[S:18][CH:17]=1)=O)C.O.C(O)(=O)[C@@H]([C@H](C(O)=O)O)O.